This data is from Full USPTO retrosynthesis dataset with 1.9M reactions from patents (1976-2016). The task is: Predict the reactants needed to synthesize the given product. (1) Given the product [C:29]([O:28][C:26]([NH:25][C@@H:23]([C:19]1[CH:18]=[CH:17][C:16]2[C:21](=[CH:22][C:13](/[CH:12]=[CH:11]/[C:5]3([C:3]([OH:4])=[O:2])[CH2:10][CH2:9][CH2:8][CH2:7][O:6]3)=[CH:14][CH:15]=2)[N:20]=1)[CH3:24])=[O:27])([CH3:30])([CH3:31])[CH3:32], predict the reactants needed to synthesize it. The reactants are: C[O:2][C:3]([C:5]1(/[CH:11]=[CH:12]/[C:13]2[CH:22]=[C:21]3[C:16]([CH:17]=[CH:18][C:19]([C@H:23]([NH:25][C:26]([O:28][C:29]([CH3:32])([CH3:31])[CH3:30])=[O:27])[CH3:24])=[N:20]3)=[CH:15][CH:14]=2)[CH2:10][CH2:9][CH2:8][CH2:7][O:6]1)=[O:4].O.[OH-].[Li+]. (2) Given the product [C:30]1([CH:26]([C:20]2[CH:21]=[CH:22][CH:23]=[CH:24][CH:25]=2)[C:6]([N:8]2[CH2:12][C:11](=[N:13][O:14][CH2:15][CH3:16])[CH2:10][C@H:9]2[C:17]([NH:42][CH2:41][C:37]2[S:36][CH:40]=[CH:39][CH:38]=2)=[O:19])=[O:7])[CH:31]=[CH:32][CH:33]=[CH:34][CH:35]=1, predict the reactants needed to synthesize it. The reactants are: C(O[C:6]([N:8]1[CH2:12][C:11](=[N:13][O:14][CH2:15][CH3:16])[CH2:10][C@H:9]1[C:17]([OH:19])=O)=[O:7])(C)(C)C.[C:20]1([CH:26]([C:30]2[CH:35]=[CH:34][CH:33]=[CH:32][CH:31]=2)C(Cl)=O)[CH:25]=[CH:24][CH:23]=[CH:22][CH:21]=1.[S:36]1[CH:40]=[CH:39][CH:38]=[C:37]1[CH2:41][NH2:42]. (3) Given the product [O:7]1[CH2:8][CH2:9][CH2:10][CH2:11][CH:6]1[CH2:5][CH2:4][OH:3], predict the reactants needed to synthesize it. The reactants are: C([O:3][C:4](=O)[CH2:5][CH:6]1[CH2:11][CH2:10][CH2:9][CH2:8][O:7]1)C.[H-].[Al+3].[Li+].[H-].[H-].[H-]. (4) Given the product [CH3:10][C:2]1[CH:7]=[CH:6][C:5]2[N:8]([CH2:18][CH2:17][C:11]3[CH:16]=[CH:15][CH:14]=[CH:13][CH:12]=3)[C:28]3[CH2:33][CH2:32][N:31]([C:34]([O:36][CH2:37][C:38]([Cl:41])([Cl:39])[Cl:40])=[O:35])[CH2:30][C:29]=3[C:4]=2[CH:3]=1, predict the reactants needed to synthesize it. The reactants are: Cl.[C:2]1([CH3:10])[CH:7]=[CH:6][C:5]([NH:8]N)=[CH:4][CH:3]=1.[C:11]1([CH2:17][CH2:18]Br)[CH:16]=[CH:15][CH:14]=[CH:13][CH:12]=1.C(N(CC)CC)C.O=[C:28]1[CH2:33][CH2:32][N:31]([C:34]([O:36][CH2:37][C:38]([Cl:41])([Cl:40])[Cl:39])=[O:35])[CH2:30][CH2:29]1. (5) Given the product [CH3:18][C:19]1[C:24]([N:25]2[CH2:30][CH2:29][N:28]([C:11]([C:10]3[CH:14]=[CH:15][C:7]([N:3]4[CH2:4][CH2:5][CH2:6][S:2]4(=[O:1])=[O:17])=[CH:8][C:9]=3[F:16])=[O:13])[CH2:27][CH2:26]2)=[CH:23][CH:22]=[C:21]([CH3:31])[N:20]=1, predict the reactants needed to synthesize it. The reactants are: [O:1]=[S:2]1(=[O:17])[CH2:6][CH2:5][CH2:4][N:3]1[C:7]1[CH:15]=[CH:14][C:10]([C:11]([OH:13])=O)=[C:9]([F:16])[CH:8]=1.[CH3:18][C:19]1[C:24]([N:25]2[CH2:30][CH2:29][NH:28][CH2:27][CH2:26]2)=[CH:23][CH:22]=[C:21]([CH3:31])[N:20]=1.